This data is from Full USPTO retrosynthesis dataset with 1.9M reactions from patents (1976-2016). The task is: Predict the reactants needed to synthesize the given product. (1) Given the product [CH:1]1([NH:4][C:5](=[O:6])[C:7]2[CH:8]=[CH:9][C:10]([CH3:27])=[C:11]([C:13]3[CH:14]=[C:15]4[C:19](=[CH:20][CH:21]=3)[N:18]([CH2:22][C:23](=[O:25])[NH:35][CH2:28][C:29]3[CH:34]=[CH:33][CH:32]=[CH:31][CH:30]=3)[N:17]=[CH:16]4)[CH:12]=2)[CH2:2][CH2:3]1, predict the reactants needed to synthesize it. The reactants are: [CH:1]1([NH:4][C:5]([C:7]2[CH:8]=[CH:9][C:10]([CH3:27])=[C:11]([C:13]3[CH:14]=[C:15]4[C:19](=[CH:20][CH:21]=3)[N:18]([CH2:22][C:23]([O:25]C)=O)[N:17]=[CH:16]4)[CH:12]=2)=[O:6])[CH2:3][CH2:2]1.[CH2:28]([NH2:35])[C:29]1[CH:34]=[CH:33][CH:32]=[CH:31][CH:30]=1. (2) Given the product [C:1]([O:5][C:6](=[O:18])[CH2:7][CH2:8][C:9]1[CH:10]=[C:11]([CH:15]=[CH:16][CH:17]=1)[C:12]([NH:52][C:53]1[CH:58]=[CH:57][CH:56]=[CH:55][C:54]=1/[CH:59]=[CH:60]/[C:61]([O:63][CH3:64])=[O:62])=[O:14])([CH3:2])([CH3:3])[CH3:4], predict the reactants needed to synthesize it. The reactants are: [C:1]([O:5][C:6](=[O:18])[CH2:7][CH2:8][C:9]1[CH:10]=[C:11]([CH:15]=[CH:16][CH:17]=1)[C:12]([OH:14])=O)([CH3:4])([CH3:3])[CH3:2].CN(C(ON1N=NC2C=CC=NC1=2)=[N+](C)C)C.F[P-](F)(F)(F)(F)F.CCN(C(C)C)C(C)C.[NH2:52][C:53]1[CH:58]=[CH:57][CH:56]=[CH:55][C:54]=1/[CH:59]=[CH:60]/[C:61]([O:63][CH3:64])=[O:62]. (3) Given the product [Cl:5][C:6]1[CH:30]=[CH:29][C:9]([C:10]([N:12]2[C:20]3[C:15](=[C:16]([F:23])[C:17]([OH:21])=[CH:18][CH:19]=3)[C:14]([CH2:24][C:25]([OH:27])=[O:26])=[C:13]2[CH3:28])=[O:11])=[CH:8][CH:7]=1, predict the reactants needed to synthesize it. The reactants are: B(Br)(Br)Br.[Cl:5][C:6]1[CH:30]=[CH:29][C:9]([C:10]([N:12]2[C:20]3[C:15](=[C:16]([F:23])[C:17]([O:21]C)=[CH:18][CH:19]=3)[C:14]([CH2:24][C:25]([OH:27])=[O:26])=[C:13]2[CH3:28])=[O:11])=[CH:8][CH:7]=1. (4) Given the product [OH:8][C:9]1[CH:18]=[C:17]2[C:12]([C:13]([O:24][CH2:25][O:26][CH2:27][CH2:28][Si:29]([CH3:30])([CH3:32])[CH3:31])=[CH:14][C:15]([C:19]([O:21][CH2:22][CH3:23])=[O:20])=[CH:16]2)=[CH:11][CH:10]=1, predict the reactants needed to synthesize it. The reactants are: C([O:8][C:9]1[CH:18]=[C:17]2[C:12]([C:13]([O:24][CH2:25][O:26][CH2:27][CH2:28][Si:29]([CH3:32])([CH3:31])[CH3:30])=[CH:14][C:15]([C:19]([O:21][CH2:22][CH3:23])=[O:20])=[CH:16]2)=[CH:11][CH:10]=1)C1C=CC=CC=1. (5) Given the product [O:1]=[C:2]1[N:8]([CH:9]2[CH2:14][CH2:13][N:12]([C:15]([O:17][C@H:18]([CH2:40][C:41]3[CH:46]=[C:45]([CH3:47])[C:44]([OH:48])=[C:43]([O:49][CH3:50])[CH:42]=3)[C:19](=[O:20])[N:21]3[CH2:26][CH2:25][N:24]([CH:27]4[CH2:28][CH2:29][NH:30][CH2:31][CH2:32]4)[CH2:23][CH2:22]3)=[O:16])[CH2:11][CH2:10]2)[CH2:7][CH2:6][C:5]2[CH:51]=[CH:52][CH:53]=[CH:54][C:4]=2[NH:3]1, predict the reactants needed to synthesize it. The reactants are: [O:1]=[C:2]1[N:8]([CH:9]2[CH2:14][CH2:13][N:12]([C:15]([O:17][C@H:18]([CH2:40][C:41]3[CH:46]=[C:45]([CH3:47])[C:44]([OH:48])=[C:43]([O:49][CH3:50])[CH:42]=3)[C:19]([N:21]3[CH2:26][CH2:25][N:24]([CH:27]4[CH2:32][CH2:31][N:30](C(OC(C)(C)C)=O)[CH2:29][CH2:28]4)[CH2:23][CH2:22]3)=[O:20])=[O:16])[CH2:11][CH2:10]2)[CH2:7][CH2:6][C:5]2[CH:51]=[CH:52][CH:53]=[CH:54][C:4]=2[NH:3]1. (6) Given the product [CH3:12][O:13][C:14]1[CH:15]=[C:16]([CH:17]2[C:2](=[O:3])[C:11]3[C:6](=[CH:7][CH:8]=[CH:9][CH:10]=3)[C:5]2=[O:4])[CH:19]=[CH:20][CH:21]=1, predict the reactants needed to synthesize it. The reactants are: [Na].[C:2]1([C:11]2[C:6](=[CH:7][CH:8]=[CH:9][CH:10]=2)[CH2:5][O:4]1)=[O:3].[CH3:12][O:13][C:14]1[CH:15]=[C:16]([CH:19]=[CH:20][CH:21]=1)[CH:17]=O.Cl. (7) Given the product [CH2:24]([O:19][C:18]([C:4]1[C:3]([CH:21]=[CH2:22])=[C:2]([NH2:1])[N:7]=[C:6]([C:8]2[CH:13]=[CH:12][C:11]([Cl:14])=[C:10]([O:15][CH3:16])[C:9]=2[F:17])[N:5]=1)=[O:20])[CH2:25][CH2:26][CH3:27], predict the reactants needed to synthesize it. The reactants are: [NH2:1][C:2]1[N:7]=[C:6]([C:8]2[CH:13]=[CH:12][C:11]([Cl:14])=[C:10]([O:15][CH3:16])[C:9]=2[F:17])[N:5]=[C:4]([C:18]([OH:20])=[O:19])[C:3]=1[CH:21]=[CH2:22].I[CH2:24][CH2:25][CH2:26][CH3:27].C(=O)([O-])[O-].[Li+].[Li+]. (8) Given the product [C:32]([O:31][C:29](=[O:30])[CH2:28][N:25]1[C:26]2[C:22](=[CH:21][CH:20]=[C:19]([NH:18][CH2:2][C:3]3[N:4]([CH3:17])[C:5]4[C:10]([C:11]=3[C:12]([O:14][CH3:15])=[O:13])=[C:9]([Cl:16])[CH:8]=[CH:7][CH:6]=4)[CH:27]=2)[CH:23]=[CH:24]1)([CH3:35])([CH3:33])[CH3:34], predict the reactants needed to synthesize it. The reactants are: Br[CH2:2][C:3]1[N:4]([CH3:17])[C:5]2[C:10]([C:11]=1[C:12]([O:14][CH3:15])=[O:13])=[C:9]([Cl:16])[CH:8]=[CH:7][CH:6]=2.[NH2:18][C:19]1[CH:27]=[C:26]2[C:22]([CH:23]=[CH:24][N:25]2[CH2:28][C:29]([O:31][C:32]([CH3:35])([CH3:34])[CH3:33])=[O:30])=[CH:21][CH:20]=1.C(N(CC)CC)C. (9) The reactants are: [CH2:1]([O:3][C:4]1[CH:5]=[C:6]([CH2:13][C:14]([NH2:16])=O)[CH:7]=[CH:8][C:9]=1[N+:10]([O-:12])=[O:11])[CH3:2].[CH:17](NC=O)(NC=O)[NH:18][CH:19]=[O:20].[OH-].[Na+].C. Given the product [CH2:1]([O:3][C:4]1[CH:5]=[C:6]([C:13]2[CH:17]=[N:18][C:19](=[O:20])[NH:16][CH:14]=2)[CH:7]=[CH:8][C:9]=1[N+:10]([O-:12])=[O:11])[CH3:2], predict the reactants needed to synthesize it. (10) Given the product [NH2:24][C@H:21]([CH2:22][CH3:23])[C:19]([NH:18][C:15]1[CH:14]=[N:13][C:12]([O:11][C:7]2[C:6]3[C:2]([CH3:1])([CH3:32])[CH2:3][O:4][C:5]=3[CH:10]=[CH:9][CH:8]=2)=[N:17][CH:16]=1)=[O:20], predict the reactants needed to synthesize it. The reactants are: [CH3:1][C:2]1([CH3:32])[C:6]2[C:7]([O:11][C:12]3[N:17]=[CH:16][C:15]([NH:18][C:19]([C@H:21]([NH:24]C(=O)OC(C)(C)C)[CH2:22][CH3:23])=[O:20])=[CH:14][N:13]=3)=[CH:8][CH:9]=[CH:10][C:5]=2[O:4][CH2:3]1.C(O)(C(F)(F)F)=O.